This data is from Catalyst prediction with 721,799 reactions and 888 catalyst types from USPTO. The task is: Predict which catalyst facilitates the given reaction. (1) Reactant: [CH3:1][C:2]1[CH:7]=[CH:6][C:5]([NH:8]C(=O)C2C=CC=CC=2)=[CH:4][C:3]=1[NH:17][C:18]1[N:19]([C:23]2[C:24]3[CH:31]=[CH:30][NH:29][C:25]=3[N:26]=[CH:27][N:28]=2)[CH:20]=[CH:21][N:22]=1. Product: [CH3:1][C:2]1[CH:7]=[CH:6][C:5]([NH2:8])=[CH:4][C:3]=1[NH:17][C:18]1[N:19]([C:23]2[C:24]3[CH:31]=[CH:30][NH:29][C:25]=3[N:26]=[CH:27][N:28]=2)[CH:20]=[CH:21][N:22]=1. The catalyst class is: 33. (2) The catalyst class is: 344. Reactant: [NH2:1][C:2]1[C:19]([NH2:20])=[CH:18][C:5]([C:6]([NH:8][C:9]2[CH:17]=[C:16]3[C:12]([CH:13]=[N:14][NH:15]3)=[CH:11][CH:10]=2)=[O:7])=[C:4]([N:21]([CH3:23])[CH3:22])[CH:3]=1.[N:24]([C:27]1[C:32]([CH3:33])=[CH:31][CH:30]=[CH:29][N:28]=1)=[C:25]=S. Product: [NH:15]1[C:16]2[C:12](=[CH:11][CH:10]=[C:9]([NH:8][C:6]([C:5]3[C:4]([N:21]([CH3:23])[CH3:22])=[CH:3][C:2]4[NH:1][C:25]([NH:24][C:27]5[C:32]([CH3:33])=[CH:31][CH:30]=[CH:29][N:28]=5)=[N:20][C:19]=4[CH:18]=3)=[O:7])[CH:17]=2)[CH:13]=[N:14]1. (3) Reactant: [Cl:1][C:2]1[CH:7]=[C:6]([O:8]C)[N:5]=[C:4]([CH2:10][C:11]([N:13]2[C:21]3[C:16](=[CH:17][CH:18]=[CH:19][CH:20]=3)[C:15]([CH3:23])([CH3:22])[CH2:14]2)=[O:12])[N:3]=1.C(#N)C.[I-].[K+].C[Si](C)(C)Cl. Product: [Cl:1][C:2]1[N:3]=[C:4]([CH2:10][C:11]([N:13]2[C:21]3[C:16](=[CH:17][CH:18]=[CH:19][CH:20]=3)[C:15]([CH3:22])([CH3:23])[CH2:14]2)=[O:12])[NH:5][C:6](=[O:8])[CH:7]=1. The catalyst class is: 6.